This data is from Catalyst prediction with 721,799 reactions and 888 catalyst types from USPTO. The task is: Predict which catalyst facilitates the given reaction. (1) Reactant: [CH:1]([NH:4][C:5]1[O:6][C:7]([C:10]2[CH:11]=[C:12]3[C:16](=[CH:17][CH:18]=2)[N:15]([S:19]([C:22]2[CH:28]=[CH:27][C:25]([CH3:26])=[CH:24][CH:23]=2)(=[O:21])=[O:20])[CH:14]=[C:13]3B2OC(C)(C)C(C)(C)O2)=[N:8][N:9]=1)([CH3:3])[CH3:2].CC(C1C=C(C(C)C)C(C2C=CC=CC=2P(C2CCCCC2)C2CCCCC2)=C(C(C)C)C=1)C.Cl[C:73]1[N:78]=[C:77]([CH:79]2[CH2:81][CH2:80]2)[C:76]([C:82]([O:84][CH3:85])=[O:83])=[CH:75][N:74]=1.P([O-])([O-])([O-])=O.[K+].[K+].[K+]. Product: [CH:79]1([C:77]2[C:76]([C:82]([O:84][CH3:85])=[O:83])=[CH:75][N:74]=[C:73]([C:13]3[C:12]4[C:16](=[CH:17][CH:18]=[C:10]([C:7]5[O:6][C:5]([NH:4][CH:1]([CH3:3])[CH3:2])=[N:9][N:8]=5)[CH:11]=4)[N:15]([S:19]([C:22]4[CH:23]=[CH:24][C:25]([CH3:26])=[CH:27][CH:28]=4)(=[O:20])=[O:21])[CH:14]=3)[N:78]=2)[CH2:80][CH2:81]1. The catalyst class is: 110. (2) The catalyst class is: 7. Product: [CH3:1][C:2]1[CH:9]=[C:8]([N+:10]([O-:12])=[O:11])[CH:7]=[CH:6][C:3]=1[CH2:4][NH2:5]. Reactant: [CH3:1][C:2]1[CH:9]=[C:8]([N+:10]([O-:12])=[O:11])[CH:7]=[CH:6][C:3]=1[C:4]#[N:5].S(C)C.